From a dataset of Catalyst prediction with 721,799 reactions and 888 catalyst types from USPTO. Predict which catalyst facilitates the given reaction. (1) Product: [NH2:16][C:8]1([C:11]([O:13][CH2:14][CH3:15])=[O:12])[C:9]2[C:5](=[CH:4][CH:3]=[C:2]([Br:1])[CH:10]=2)[CH2:6][C:7]21[CH2:23][CH2:24][CH:25]([O:28][CH3:29])[CH2:26][CH2:27]2. The catalyst class is: 23. Reactant: [Br:1][C:2]1[CH:10]=[C:9]2[C:5]([CH2:6][C:7]3([CH2:27][CH2:26][CH:25]([O:28][CH3:29])[CH2:24][CH2:23]3)[C:8]2([NH:16]S(C(C)(C)C)=O)[C:11]([O:13][CH2:14][CH3:15])=[O:12])=[CH:4][CH:3]=1.C([O-])([O-])=O.[K+].[K+].CI. (2) Reactant: [OH:1][CH:2]([CH3:15])[CH2:3][C:4]([CH:6]1[C:11]([CH3:13])([CH3:12])[CH2:10][CH2:9][CH:8]=[C:7]1[CH3:14])=[O:5].[CH3:16][N:17]([C:19]1[CH:24]=[C:23]([C:25](O)=[O:26])[CH:22]=[CH:21][CH:20]=1)[CH3:18].C1CCC(N=C=NC2CCCCC2)CC1.Cl. Product: [CH3:16][N:17]([CH3:18])[C:19]1[CH:24]=[C:23]([CH:22]=[CH:21][CH:20]=1)[C:25]([O:1][CH:2]([CH3:15])[CH2:3][C:4](=[O:5])[CH:6]1[C:11]([CH3:13])([CH3:12])[CH2:10][CH2:9][CH:8]=[C:7]1[CH3:14])=[O:26]. The catalyst class is: 79. (3) Reactant: [CH3:1][O:2][C:3]1[CH:8]=[C:7]([O:9][CH2:10][CH2:11][CH2:12][S:13]([CH3:16])(=[O:15])=[O:14])[CH:6]=[CH:5][C:4]=1[N+:17]([O-])=O. Product: [CH3:16][S:13]([CH2:12][CH2:11][CH2:10][O:9][C:7]1[CH:6]=[CH:5][C:4]([NH2:17])=[C:3]([O:2][CH3:1])[CH:8]=1)(=[O:14])=[O:15]. The catalyst class is: 19.